This data is from Reaction yield outcomes from USPTO patents with 853,638 reactions. The task is: Predict the reaction yield, written as a fraction of the theoretical maximum amount of product (1.0 means a 100% yield; for example, 0.34 means a 34% yield). (1) The reactants are [N:1]1[C:10]2[C:5](=[CH:6][CH:7]=[CH:8][C:9]=2[O:11][CH2:12][C:13]([O:15]CC)=O)[CH:4]=[CH:3][CH:2]=1.[NH2:18][CH2:19][C@H:20]([OH:32])[CH2:21][N:22]1[CH2:31][CH2:30][C:29]2[C:24](=[CH:25][CH:26]=[CH:27][CH:28]=2)[CH2:23]1. The catalyst is CCO. The product is [CH2:23]1[C:24]2[C:29](=[CH:28][CH:27]=[CH:26][CH:25]=2)[CH2:30][CH2:31][N:22]1[CH2:21][C@@H:20]([OH:32])[CH2:19][NH:18][C:13](=[O:15])[CH2:12][O:11][C:9]1[CH:8]=[CH:7][CH:6]=[C:5]2[C:10]=1[N:1]=[CH:2][CH:3]=[CH:4]2. The yield is 0.360. (2) The reactants are [CH2:1]([C:3]1[S:36][C:6]2[N:7]([CH2:21][C:22]3[CH:27]=[CH:26][C:25]([C:28]4[C:29]([C:34]#[N:35])=[CH:30][CH:31]=[CH:32][CH:33]=4)=[CH:24][CH:23]=3)[C:8](=[O:20])[C:9]([CH2:12][CH2:13][C:14]3[CH:19]=[CH:18][CH:17]=[CH:16][CH:15]=3)=[C:10]([OH:11])[C:5]=2[CH:4]=1)[CH3:2].IC.[H-].[Na+].O1CCC[CH2:42]1. The catalyst is C(OCC)(=O)C. The product is [CH2:1]([C:3]1[S:36][C:6]2[N:7]([CH2:21][C:22]3[CH:23]=[CH:24][C:25]([C:28]4[C:29]([C:34]#[N:35])=[CH:30][CH:31]=[CH:32][CH:33]=4)=[CH:26][CH:27]=3)[C:8](=[O:20])[C:9]([CH3:42])([CH2:12][CH2:13][C:14]3[CH:15]=[CH:16][CH:17]=[CH:18][CH:19]=3)[C:10](=[O:11])[C:5]=2[CH:4]=1)[CH3:2]. The yield is 0.620. (3) The reactants are [OH:1][CH:2]1[C:7]([C:8]([O:10][CH2:11][CH3:12])=[O:9])=[CH:6][CH2:5][O:4][CH2:3]1.C(OC=C)(=O)CCCCC.C1C(CCCCC(N)=O)SSC1. The catalyst is C(OC(C)C)(C)C. The product is [OH:1][C@@H:2]1[C:7]([C:8]([O:10][CH2:11][CH3:12])=[O:9])=[CH:6][CH2:5][O:4][CH2:3]1. The yield is 0.500. (4) The reactants are [S:1]1[CH:5]=[CH:4][C:3](B(O)O)=[CH:2]1.I[C:10]1[CH:35]=[CH:34][C:13]([O:14][CH2:15][CH2:16][CH2:17][O:18][C:19]2[CH:20]=[C:21]3[C:25](=[CH:26][CH:27]=2)[C@H:24]([CH2:28][C:29]([O:31][CH2:32][CH3:33])=[O:30])[CH2:23][CH2:22]3)=[CH:12][CH:11]=1.O1CCOCC1.C([O-])([O-])=O.[Na+].[Na+]. The catalyst is C1(C)C=CC=CC=1.C1C=CC(P(C2C=CC=CC=2)[C-]2C=CC=C2)=CC=1.C1C=CC(P(C2C=CC=CC=2)[C-]2C=CC=C2)=CC=1.Cl[Pd]Cl.[Fe+2].C(Cl)Cl. The product is [S:1]1[CH:5]=[CH:4][C:3]([C:10]2[CH:35]=[CH:34][C:13]([O:14][CH2:15][CH2:16][CH2:17][O:18][C:19]3[CH:20]=[C:21]4[C:25](=[CH:26][CH:27]=3)[C@H:24]([CH2:28][C:29]([O:31][CH2:32][CH3:33])=[O:30])[CH2:23][CH2:22]4)=[CH:12][CH:11]=2)=[CH:2]1. The yield is 0.730. (5) The reactants are [Cl:1][C:2]1[CH:7]=[CH:6][CH:5]=[C:4]([F:8])[C:3]=1[C:9]1[C:13]([C:14]([NH:16][NH2:17])=[O:15])=[C:12]([C:18]2[CH:19]=[N:20][N:21]([C:27]3[CH:32]=[CH:31][CH:30]=[CH:29][C:28]=3[F:33])[C:22]=2[C:23]([F:26])([F:25])[F:24])[O:11][N:10]=1.[C:34](Cl)(=[O:36])[CH3:35]. The catalyst is O1CCOCC1. The product is [C:34]([NH:17][NH:16][C:14]([C:13]1[C:9]([C:3]2[C:4]([F:8])=[CH:5][CH:6]=[CH:7][C:2]=2[Cl:1])=[N:10][O:11][C:12]=1[C:18]1[CH:19]=[N:20][N:21]([C:27]2[CH:32]=[CH:31][CH:30]=[CH:29][C:28]=2[F:33])[C:22]=1[C:23]([F:25])([F:26])[F:24])=[O:15])(=[O:36])[CH3:35]. The yield is 0.850.